This data is from Catalyst prediction with 721,799 reactions and 888 catalyst types from USPTO. The task is: Predict which catalyst facilitates the given reaction. (1) Reactant: [CH3:1][O:2][C:3]([C:5]1[CH:10]=[CH:9][CH:8]=[CH:7][C:6]=1[NH:11][C:12]([CH:14]1[CH2:19][CH2:18][N:17](C(OC(C)(C)C)=O)[CH2:16][CH2:15]1)=[O:13])=[O:4]. Product: [NH:17]1[CH2:18][CH2:19][CH:14]([C:12]([NH:11][C:6]2[CH:7]=[CH:8][CH:9]=[CH:10][C:5]=2[C:3]([O:2][CH3:1])=[O:4])=[O:13])[CH2:15][CH2:16]1. The catalyst class is: 330. (2) The catalyst class is: 1. Reactant: [Cl:1][C:2]1[CH:31]=[CH:30][C:5]2[N:6]=[C:7]([NH:9][C:10]3[CH:15]=[CH:14][C:13]([C:16]4[N:20]5[CH:21]=[CH:22][CH:23]=[C:24]([C:25]([O:27]CC)=[O:26])[C:19]5=[N:18][N:17]=4)=[CH:12][CH:11]=3)[S:8][C:4]=2[CH:3]=1.[Li+].[OH-]. Product: [Cl:1][C:2]1[CH:31]=[CH:30][C:5]2[N:6]=[C:7]([NH:9][C:10]3[CH:11]=[CH:12][C:13]([C:16]4[N:20]5[CH:21]=[CH:22][CH:23]=[C:24]([C:25]([OH:27])=[O:26])[C:19]5=[N:18][N:17]=4)=[CH:14][CH:15]=3)[S:8][C:4]=2[CH:3]=1. (3) Reactant: [F:1][C:2]1[CH:10]=[C:9]2[C:5]([C:6]([C:20]3[CH:21]=[N:22][N:23]([CH:25]4[CH2:30][CH2:29][N:28]([C:31](=[O:38])[CH2:32][CH2:33]S(C)(=O)=O)[CH2:27][CH2:26]4)[CH:24]=3)=[CH:7][N:8]2S(C2C=CC=CC=2)(=O)=O)=[CH:4][CH:3]=1.[OH-].[Na+]. Product: [F:1][C:2]1[CH:10]=[C:9]2[C:5]([C:6]([C:20]3[CH:21]=[N:22][N:23]([CH:25]4[CH2:26][CH2:27][N:28]([C:31](=[O:38])[CH:32]=[CH2:33])[CH2:29][CH2:30]4)[CH:24]=3)=[CH:7][NH:8]2)=[CH:4][CH:3]=1. The catalyst class is: 24. (4) Reactant: [CH2:1]([O:5][CH3:6])[C@H:2]1[O:4][CH2:3]1.[CH2:7]([NH2:14])[C:8]1[CH:13]=[CH:12][CH:11]=[CH:10][CH:9]=1. Product: [CH2:7]([N:14]([CH2:3][C@H:2]([OH:4])[CH2:1][O:5][CH3:6])[CH2:3][C@H:2]([OH:4])[CH2:1][O:5][CH3:6])[C:8]1[CH:13]=[CH:12][CH:11]=[CH:10][CH:9]=1. The catalyst class is: 5. (5) The catalyst class is: 5. Product: [CH3:11][O:10][C:1]([CH:2]1[CH2:4][C:5](=[O:7])[N:17]([CH2:16][C:15]2[CH:18]=[CH:19][C:20]([O:22][CH3:23])=[CH:21][C:14]=2[O:13][CH3:12])[CH2:3]1)=[O:9]. Reactant: [C:1]([O:10][CH3:11])(=[O:9])[C:2]([CH2:4][C:5]([O:7]C)=O)=[CH2:3].[CH3:12][O:13][C:14]1[CH:21]=[C:20]([O:22][CH3:23])[CH:19]=[CH:18][C:15]=1[CH2:16][NH2:17]. (6) Reactant: [Si]([O:8][CH2:9][C:10]1[N:11](COCC[Si](C)(C)C)[CH:12]=[C:13]([C:15]([NH:17][C@@H:18]([CH3:34])[CH2:19][N:20]2[CH:24]=[CH:23][C:22]([C:25]3[CH:30]=[CH:29][C:28]([C:31]#[N:32])=[C:27]([Cl:33])[CH:26]=3)=[N:21]2)=[O:16])[N:14]=1)(C(C)(C)C)(C)C. Product: [ClH:33].[Cl:33][C:27]1[CH:26]=[C:25]([C:22]2[CH:23]=[CH:24][N:20]([CH2:19][C@@H:18]([NH:17][C:15]([C:13]3[N:14]=[C:10]([CH2:9][OH:8])[NH:11][CH:12]=3)=[O:16])[CH3:34])[N:21]=2)[CH:30]=[CH:29][C:28]=1[C:31]#[N:32]. The catalyst class is: 33. (7) Reactant: [CH3:1][N:2]1[CH2:9][C@H:8]2[N:10]([C:11]([O:13][C:14]([CH3:17])([CH3:16])[CH3:15])=[O:12])[C@H:4]([CH2:5][C:6]([C:18]([O:20][CH3:21])=[O:19])=[CH:7]2)[CH2:3]1. Product: [CH3:1][N:2]1[CH2:3][C@H:4]2[N:10]([C:11]([O:13][C:14]([CH3:17])([CH3:16])[CH3:15])=[O:12])[C@H:8]([CH2:7][CH:6]([C:18]([O:20][CH3:21])=[O:19])[CH2:5]2)[CH2:9]1. The catalyst class is: 19.